This data is from Reaction yield outcomes from USPTO patents with 853,638 reactions. The task is: Predict the reaction yield, written as a fraction of the theoretical maximum amount of product (1.0 means a 100% yield; for example, 0.34 means a 34% yield). (1) The reactants are [C:1]([O:5][C:6](=[O:21])[NH:7][CH:8]1[CH2:17][CH2:16][C:15]2[C:10](=[C:11]([N:18]=[C:19]=S)[CH:12]=[CH:13][CH:14]=2)[CH2:9]1)([CH3:4])([CH3:3])[CH3:2].C(OC1CC2C(CC=1)=CC=CC=2N=C=S)C.[N:38]([CH2:41][C:42]([C:44]1[CH:49]=[CH:48][C:47]([C:50]([F:53])([F:52])[F:51])=[CH:46][CH:45]=1)=[O:43])=[N+]=[N-]. No catalyst specified. The product is [C:1]([O:5][C:6](=[O:21])[NH:7][CH:8]1[CH2:17][CH2:16][C:15]2[C:10](=[C:11]([NH:18][C:19]3[O:43][C:42]([C:44]4[CH:49]=[CH:48][C:47]([C:50]([F:51])([F:52])[F:53])=[CH:46][CH:45]=4)=[CH:41][N:38]=3)[CH:12]=[CH:13][CH:14]=2)[CH2:9]1)([CH3:4])([CH3:3])[CH3:2]. The yield is 0.370. (2) The reactants are C([O:3][C:4]([C:6]1[N:7]([CH2:15][C:16]#[N:17])[C:8]2[C:13]([CH:14]=1)=[CH:12][CH:11]=[CH:10][CH:9]=2)=[O:5])C.O[Li].O. The catalyst is C1COCC1.O. The product is [C:16]([CH2:15][N:7]1[C:8]2[C:13](=[CH:12][CH:11]=[CH:10][CH:9]=2)[CH:14]=[C:6]1[C:4]([OH:5])=[O:3])#[N:17]. The yield is 0.700. (3) The reactants are S(Cl)(Cl)=O.[F:5][C:6]1[CH:11]=[CH:10][C:9]([CH:12]([C:14]2[CH:19]=[CH:18][CH:17]=[CH:16][CH:15]=2)O)=[CH:8][CH:7]=1.C(=O)([O-])O.[Na+].[NH:25]1[CH2:30][CH2:29][NH:28][CH2:27][CH2:26]1.[I-].[K+].C(=O)([O-])[O-].[K+].[K+]. The catalyst is O.C(OCC)(=O)C. The product is [F:5][C:6]1[CH:11]=[CH:10][C:9]([CH:12]([C:14]2[CH:19]=[CH:18][CH:17]=[CH:16][CH:15]=2)[N:25]2[CH2:30][CH2:29][NH:28][CH2:27][CH2:26]2)=[CH:8][CH:7]=1. The yield is 0.727. (4) The reactants are [S:1]1[CH:5]=[C:4]([CH:6]([CH3:12])[C:7]([O:9]CC)=[O:8])[N:3]=[CH:2]1.[OH-].[Na+].O. The catalyst is CO. The product is [S:1]1[CH:5]=[C:4]([CH:6]([CH3:12])[C:7]([OH:9])=[O:8])[N:3]=[CH:2]1. The yield is 0.950. (5) The reactants are COC1C=C(OC)C=CC=1C[N:6]([C:31]1[CH:36]=[CH:35][N:34]=[CH:33][N:32]=1)[S:7]([C:10]1[CH:15]=[C:14]([F:16])[C:13]([O:17][C@H:18]2[CH2:23][CH2:22][CH2:21][CH2:20][C@@H:19]2[C:24]2[N:28]([CH3:29])[N:27]=[CH:26][CH:25]=2)=[CH:12][C:11]=1[F:30])(=[O:9])=[O:8].C([SiH](CC)CC)C.FC(F)(F)C(O)=O. The catalyst is ClCCl. The product is [F:30][C:11]1[CH:12]=[C:13]([O:17][C@H:18]2[CH2:23][CH2:22][CH2:21][CH2:20][C@@H:19]2[C:24]2[N:28]([CH3:29])[N:27]=[CH:26][CH:25]=2)[C:14]([F:16])=[CH:15][C:10]=1[S:7]([NH:6][C:31]1[CH:36]=[CH:35][N:34]=[CH:33][N:32]=1)(=[O:8])=[O:9]. The yield is 0.650. (6) The reactants are C([O-])([O-])=O.[Na+].[Na+].[N+](C1C=CC(C([O:16][C@H:17]2[C:21]3[N:22]=[CH:23][N:24]=[C:25](Cl)[C:20]=3[C@H:19]([CH3:27])[CH2:18]2)=O)=CC=1)([O-])=O.B1([C:39]2[CH2:44][CH2:43][N:42]([C:45]([O:47][C:48]([CH3:51])([CH3:50])[CH3:49])=[O:46])[CH2:41][CH:40]=2)OC(C)(C)C(C)(C)O1.[Li+].[OH-]. The catalyst is O1CCOCC1.C1C=CC(P(C2C=CC=CC=2)[C-]2C=CC=C2)=CC=1.C1C=CC(P(C2C=CC=CC=2)[C-]2C=CC=C2)=CC=1.Cl[Pd]Cl.[Fe+2].O. The product is [OH:16][C@H:17]1[C:21]2[N:22]=[CH:23][N:24]=[C:25]([C:39]3[CH2:44][CH2:43][N:42]([C:45]([O:47][C:48]([CH3:51])([CH3:50])[CH3:49])=[O:46])[CH2:41][CH:40]=3)[C:20]=2[C@H:19]([CH3:27])[CH2:18]1. The yield is 0.670. (7) The reactants are C(NC(C)C)(C)C.[Li+].CCC[CH2-].OC1C(O)([C:21]2[S:22][C:23]([C:26]3[CH:31]=[C:30]([NH:32][C:33]4[N:38]=[C:37]([C:39]([F:42])([F:41])[F:40])[CH:36]=[CH:35][N:34]=4)[CH:29]=[C:28]([CH3:43])[CH:27]=3)=[CH:24][N:25]=2)CCNC(=O)C1.[O:46]1[C:50]2([CH2:55][CH2:54][C:53](=[N:56][S:57]([C:59]([CH3:62])([CH3:61])[CH3:60])=[O:58])[CH2:52][CH2:51]2)[O:49][CH2:48][CH2:47]1. The product is [CH3:60][C:59]([S:57]([NH:56][C:53]1([C:21]2[S:22][C:23]([C:26]3[CH:31]=[C:30]([NH:32][C:33]4[N:38]=[C:37]([C:39]([F:42])([F:41])[F:40])[CH:36]=[CH:35][N:34]=4)[CH:29]=[C:28]([CH3:43])[CH:27]=3)=[CH:24][N:25]=2)[CH2:52][CH2:51][C:50]2([O:49][CH2:48][CH2:47][O:46]2)[CH2:55][CH2:54]1)=[O:58])([CH3:62])[CH3:61]. The catalyst is O1CCCC1.ClCCl.CO. The yield is 0.750.